Dataset: Full USPTO retrosynthesis dataset with 1.9M reactions from patents (1976-2016). Task: Predict the reactants needed to synthesize the given product. (1) The reactants are: [CH3:1][C:2]1[O:3][C:4]([C:7]2[CH:8]=[CH:9][C:10]3[O:14][CH:13]=[C:12]([C:15]4[CH:16]=[N:17][NH:18][CH:19]=4)[C:11]=3[CH:20]=2)=[N:5][N:6]=1.[F:21][C:22]([F:32])([F:31])[C:23]1[CH:30]=[CH:29][CH:28]=[CH:27][C:24]=1[CH2:25]Br. Given the product [CH3:1][C:2]1[O:3][C:4]([C:7]2[CH:8]=[CH:9][C:10]3[O:14][CH:13]=[C:12]([C:15]4[CH:19]=[N:18][N:17]([CH2:25][C:24]5[CH:27]=[CH:28][CH:29]=[CH:30][C:23]=5[C:22]([F:21])([F:31])[F:32])[CH:16]=4)[C:11]=3[CH:20]=2)=[N:5][N:6]=1, predict the reactants needed to synthesize it. (2) Given the product [Cl:1][C:2]1[CH:7]=[CH:6][C:5]([C:8]2[C:14]3[CH:15]=[C:16]([C:19]4[CH:24]=[CH:23][CH:22]=[CH:21][CH:20]=4)[CH:17]=[CH:18][C:13]=3[N:12]3[C:25]([CH3:28])=[N:26][N:27]=[C:11]3[C@H:10]([CH2:29][C:30]([NH:35][CH2:34][CH3:33])=[O:31])[N:9]=2)=[CH:4][CH:3]=1, predict the reactants needed to synthesize it. The reactants are: [Cl:1][C:2]1[CH:7]=[CH:6][C:5]([C:8]2[C:14]3[CH:15]=[C:16]([C:19]4[CH:24]=[CH:23][CH:22]=[CH:21][CH:20]=4)[CH:17]=[CH:18][C:13]=3[N:12]3[C:25]([CH3:28])=[N:26][N:27]=[C:11]3[C@H:10]([CH2:29][C:30](O)=[O:31])[N:9]=2)=[CH:4][CH:3]=1.[CH3:33][CH2:34][N:35](C(C)C)C(C)C.CN(C(ON1N=NC2C=CC=NC1=2)=[N+](C)C)C.F[P-](F)(F)(F)(F)F.Cl.C(N)C. (3) Given the product [Br:1][C:2]1[CH:3]=[C:4]2[C:5](=[CH:6][C:7]=1[Cl:8])[N:9]=[CH:17][CH:12]=[N:10]2, predict the reactants needed to synthesize it. The reactants are: [Br:1][C:2]1[CH:3]=[C:4]([NH2:10])[C:5]([NH2:9])=[CH:6][C:7]=1[Cl:8].O[C@H:12]1[C@H:17](O)OCCO1. (4) Given the product [F:23][C:22]1[C:17]([F:16])=[CH:18][C:19]([CH2:24][CH2:25][OH:26])=[CH:20][C:21]=1[CH:30]=[O:31], predict the reactants needed to synthesize it. The reactants are: CC1(C)CCCC(C)(C)N1.C([Li])CCC.[F:16][C:17]1[CH:18]=[C:19]([CH2:24][CH2:25][OH:26])[CH:20]=[CH:21][C:22]=1[F:23].Cl.C1C[O:31][CH2:30]C1. (5) The reactants are: [NH2:1][C:2]1[CH:12]=[CH:11][C:10](B2OC(C)(C)C(C)(C)O2)=[CH:9][C:3]=1[C:4]([N:6]([CH3:8])[CH3:7])=[O:5].[C:22]([Si:26]([CH3:43])([CH3:42])[O:27][CH:28]1[CH2:33][CH2:32][C:31](OS(C(F)(F)F)(=O)=O)=[CH:30][CH2:29]1)([CH3:25])([CH3:24])[CH3:23].ClCCl.C(=O)([O-])[O-].[K+].[K+]. Given the product [NH2:1][C:2]1[CH:12]=[CH:11][C:10]([C:31]2[CH2:32][CH2:33][CH:28]([O:27][Si:26]([C:22]([CH3:25])([CH3:24])[CH3:23])([CH3:42])[CH3:43])[CH2:29][CH:30]=2)=[CH:9][C:3]=1[C:4]([N:6]([CH3:7])[CH3:8])=[O:5], predict the reactants needed to synthesize it. (6) Given the product [Br:1][C:2]1[N:7]=[C:6]([C:8]([N:17]2[CH2:18][CH2:19][N:14]([CH:11]([CH3:13])[CH3:12])[CH2:15][CH2:16]2)=[O:10])[CH:5]=[CH:4][CH:3]=1, predict the reactants needed to synthesize it. The reactants are: [Br:1][C:2]1[N:7]=[C:6]([C:8]([OH:10])=O)[CH:5]=[CH:4][CH:3]=1.[CH:11]([N:14]1[CH2:19][CH2:18][NH:17][CH2:16][CH2:15]1)([CH3:13])[CH3:12].Cl.CN(C)CCCN=C=NCC.ON1C2C=CC=CC=2N=N1.CCN(C(C)C)C(C)C.